This data is from Peptide-MHC class I binding affinity with 185,985 pairs from IEDB/IMGT. The task is: Regression. Given a peptide amino acid sequence and an MHC pseudo amino acid sequence, predict their binding affinity value. This is MHC class I binding data. (1) The peptide sequence is FPFKDAAAF. The MHC is Mamu-A2201 with pseudo-sequence Mamu-A2201. The binding affinity (normalized) is 0.881. (2) The peptide sequence is MDISTSDIS. The MHC is HLA-A02:03 with pseudo-sequence HLA-A02:03. The binding affinity (normalized) is 0. (3) The binding affinity (normalized) is 0.767. The MHC is HLA-A02:06 with pseudo-sequence HLA-A02:06. The peptide sequence is YVVIAILTV. (4) The peptide sequence is AGPVSQHNY. The MHC is HLA-A30:02 with pseudo-sequence HLA-A30:02. The binding affinity (normalized) is 0.709. (5) The peptide sequence is RARIKTRLF. The MHC is HLA-B35:01 with pseudo-sequence HLA-B35:01. The binding affinity (normalized) is 0.0847. (6) The peptide sequence is ILMDSIFVST. The MHC is HLA-A02:06 with pseudo-sequence HLA-A02:06. The binding affinity (normalized) is 0.637.